From a dataset of Full USPTO retrosynthesis dataset with 1.9M reactions from patents (1976-2016). Predict the reactants needed to synthesize the given product. Given the product [Cl:1][C:2]1[CH:9]=[CH:8][C:5]([CH2:6][NH:22][C@@H:20]([C:16]2[CH:17]=[CH:18][CH:19]=[C:14]([Cl:13])[CH:15]=2)[CH3:21])=[CH:4][C:3]=1[N+:10]([O-:12])=[O:11], predict the reactants needed to synthesize it. The reactants are: [Cl:1][C:2]1[CH:9]=[CH:8][C:5]([CH:6]=O)=[CH:4][C:3]=1[N+:10]([O-:12])=[O:11].[Cl:13][C:14]1[CH:15]=[C:16]([C@H:20]([NH2:22])[CH3:21])[CH:17]=[CH:18][CH:19]=1.C(O)(=O)C.[BH-](OC(C)=O)(OC(C)=O)OC(C)=O.[Na+].